From a dataset of Reaction yield outcomes from USPTO patents with 853,638 reactions. Predict the reaction yield, written as a fraction of the theoretical maximum amount of product (1.0 means a 100% yield; for example, 0.34 means a 34% yield). (1) The yield is 0.600. The reactants are [H-].[Na+].[O:3]=[C:4]1[CH2:12][C:11]2[C:6](=[CH:7][C:8]([C:13]#[N:14])=[CH:9][CH:10]=2)[NH:5]1.Cl[C:16]1[CH:26]=[CH:25][C:19]([C:20]([O:22][CH2:23][CH3:24])=[O:21])=[CH:18][N+:17]=1[O-].P(Cl)(Cl)Cl. The catalyst is C(=O)([O-])O.[Na+].CN(C)C=O. The product is [C:13]([C:8]1[CH:7]=[C:6]2[C:11]([C:12]([C:16]3[CH:26]=[CH:25][C:19]([C:20]([O:22][CH2:23][CH3:24])=[O:21])=[CH:18][N:17]=3)=[C:4]([OH:3])[NH:5]2)=[CH:10][CH:9]=1)#[N:14]. (2) The reactants are [C:1]([CH2:3][C:4]1[N:5]=[N:6][N:7]([C:9]2[CH:14]=[CH:13][C:12]([N:15]3[CH2:19][CH:18]([CH2:20][NH:21][C:22](=[O:24])[CH3:23])[O:17][C:16]3=[O:25])=[CH:11][C:10]=2[F:26])[CH:8]=1)#[N:2].C(N(CC)CC)C.[SH2:34].Cl[CH2:36][C:37](=O)[CH3:38]. The catalyst is N1C=CC=CC=1.C(OCC)(=O)C.C(O)C. The product is [F:26][C:10]1[CH:11]=[C:12]([N:15]2[CH2:19][C@H:18]([CH2:20][NH:21][C:22](=[O:24])[CH3:23])[O:17][C:16]2=[O:25])[CH:13]=[CH:14][C:9]=1[N:7]1[CH:8]=[C:4]([CH2:3][C:1]2[S:34][CH:36]=[C:37]([CH3:38])[N:2]=2)[N:5]=[N:6]1. The yield is 0.330. (3) The reactants are [C:1]([NH:4][C:5]([NH2:7])=[S:6])(=[NH:3])[NH2:2].Cl[CH2:9][C:10](=O)[CH3:11]. The catalyst is CC(C)=O. The product is [CH3:11][C:10]1[N:7]=[C:5]([NH:4][C:1]([NH2:2])=[NH:3])[S:6][CH:9]=1. The yield is 0.830. (4) The reactants are [CH3:1][O:2][C:3]1[CH:8]=[CH:7][CH:6]=[CH:5][C:4]=1[C:9]1[CH:14]=[CH:13][C:12]([CH2:15][C:16](O)=[O:17])=[C:11]([N+:19]([O-])=O)[CH:10]=1. The catalyst is C(O)(=O)C.[Fe]. The product is [CH3:1][O:2][C:3]1[CH:8]=[CH:7][CH:6]=[CH:5][C:4]=1[C:9]1[CH:10]=[C:11]2[C:12]([CH2:15][C:16](=[O:17])[NH:19]2)=[CH:13][CH:14]=1. The yield is 0.690.